Task: Predict which catalyst facilitates the given reaction.. Dataset: Catalyst prediction with 721,799 reactions and 888 catalyst types from USPTO (1) Reactant: [C:1]1([C:7]#[C:8][C:9]([OH:11])=O)[CH:6]=[CH:5][CH:4]=[CH:3][CH:2]=1.S(Cl)(Cl)=O.[CH2:16]([N:23]1[CH2:28][CH2:27][CH:26]([NH:29][C:30]2[CH:38]=[C:37]3[C:33]([CH2:34][CH2:35][N:36]3[C:39](=[O:41])[CH3:40])=[CH:32][CH:31]=2)[CH2:25][CH2:24]1)[C:17]1[CH:22]=[CH:21][CH:20]=[CH:19][CH:18]=1. Product: [C:39]([N:36]1[C:37]2[C:33](=[CH:32][CH:31]=[C:30]([N:29]([CH:26]3[CH2:25][CH2:24][N:23]([CH2:16][C:17]4[CH:18]=[CH:19][CH:20]=[CH:21][CH:22]=4)[CH2:28][CH2:27]3)[C:9](=[O:11])[C:8]#[C:7][C:1]3[CH:2]=[CH:3][CH:4]=[CH:5][CH:6]=3)[CH:38]=2)[CH2:34][CH2:35]1)(=[O:41])[CH3:40]. The catalyst class is: 11. (2) Reactant: C([N:5]1[C:13]2[CH:12]=[CH:11][NH:10][C:9](=[O:14])[C:8]=2[C:7]([C:15]2[CH:16]=[C:17]([C:20]([NH2:22])=[O:21])[S:18][CH:19]=2)=[N:6]1)(C)(C)C. Product: [O:14]=[C:9]1[C:8]2[C:7]([C:15]3[CH:16]=[C:17]([C:20]([NH2:22])=[O:21])[S:18][CH:19]=3)=[N:6][NH:5][C:13]=2[CH:12]=[CH:11][NH:10]1. The catalyst class is: 574.